Dataset: Forward reaction prediction with 1.9M reactions from USPTO patents (1976-2016). Task: Predict the product of the given reaction. (1) Given the reactants [CH2:1]([NH:3][C:4](=[O:36])[NH:5][C:6]1[CH:11]=[CH:10][C:9]([C:12]2[N:13]=[C:14]([N:29]3[CH2:34][CH2:33][O:32][CH2:31][C@@H:30]3[CH3:35])[C:15]3C[CH2:20][N:19]([C:22]([O:24][C:25](C)(C)[CH3:26])=[O:23])[CH2:18][C:16]=3[N:17]=2)=[CH:8][CH:7]=1)[CH3:2].ClC1N=C(N2CCOC[C@@H]2C)C2CN(C(OCC)=O)CC=2N=1.[F:59]CCNC(NC1C=CC(B2OC(C)(C)C(C)(C)O2)=CC=1)=O, predict the reaction product. The product is: [F:59][CH2:2][CH2:1][NH:3][C:4](=[O:36])[NH:5][C:6]1[CH:7]=[CH:8][C:9]([C:12]2[N:13]=[C:14]([N:29]3[CH2:34][CH2:33][O:32][CH2:31][C@@H:30]3[CH3:35])[C:15]3[CH2:20][N:19]([C:22]([O:24][CH2:25][CH3:26])=[O:23])[CH2:18][C:16]=3[N:17]=2)=[CH:10][CH:11]=1. (2) Given the reactants [Cl:1][C:2]1[CH:10]=[C:9]2[C:5]([CH:6]=[N:7][NH:8]2)=[CH:4][CH:3]=1.C1C(=O)N([I:18])C(=O)C1, predict the reaction product. The product is: [Cl:1][C:2]1[CH:10]=[C:9]2[C:5]([C:6]([I:18])=[N:7][NH:8]2)=[CH:4][CH:3]=1. (3) The product is: [NH2:1][C:2]1[C:7]([C:8]2[S:9][C:10]3[CH:16]=[CH:15][C:14]([C:17]([NH:20][C:21]4[CH:26]=[CH:25][CH:24]=[C:23]([CH3:27])[CH:22]=4)=[O:19])=[CH:13][C:11]=3[CH:12]=2)=[CH:6][CH:5]=[CH:4][N:3]=1. Given the reactants [NH2:1][C:2]1[C:7]([C:8]2[S:9][C:10]3[CH:16]=[CH:15][C:14]([C:17]([OH:19])=O)=[CH:13][C:11]=3[CH:12]=2)=[CH:6][CH:5]=[CH:4][N:3]=1.[NH2:20][C:21]1[CH:26]=[CH:25][CH:24]=[C:23]([CH3:27])[CH:22]=1, predict the reaction product. (4) Given the reactants Br[C:2]1[N:3]([CH:20]2[CH2:25][CH2:24][CH2:23][CH2:22][O:21]2)[C:4]2[C:9]([N:10]=1)=[C:8]([NH2:11])[N:7]=[C:6]([O:12][CH2:13][CH:14]1[CH2:19][CH2:18][CH2:17][CH2:16][CH2:15]1)[N:5]=2.[CH3:26][O-:27].[Na+], predict the reaction product. The product is: [CH:14]1([CH2:13][O:12][C:6]2[N:5]=[C:4]3[C:9]([N:10]=[C:2]([O:27][CH3:26])[N:3]3[CH:20]3[CH2:25][CH2:24][CH2:23][CH2:22][O:21]3)=[C:8]([NH2:11])[N:7]=2)[CH2:19][CH2:18][CH2:17][CH2:16][CH2:15]1.